This data is from Full USPTO retrosynthesis dataset with 1.9M reactions from patents (1976-2016). The task is: Predict the reactants needed to synthesize the given product. Given the product [Cl:1][C:2]1[CH:3]=[CH:4][C:5]([O:33][CH:34]([F:36])[F:35])=[C:6]([C:8]2[C:9]([NH:21][C:22]([C:24]3[CH:25]=[N:26][N:27]4[CH:32]=[CH:31][CH:30]=[N:29][C:28]=34)=[O:23])=[CH:10][NH:11][N:12]=2)[CH:7]=1, predict the reactants needed to synthesize it. The reactants are: [Cl:1][C:2]1[CH:3]=[CH:4][C:5]([O:33][CH:34]([F:36])[F:35])=[C:6]([C:8]2[N:12](COCC[Si](C)(C)C)[N:11]=[CH:10][C:9]=2[NH:21][C:22]([C:24]2[CH:25]=[N:26][N:27]3[CH:32]=[CH:31][CH:30]=[N:29][C:28]=23)=[O:23])[CH:7]=1.Cl.